From a dataset of Catalyst prediction with 721,799 reactions and 888 catalyst types from USPTO. Predict which catalyst facilitates the given reaction. (1) Reactant: C1C=C(Cl)C=C(C(OO)=[O:9])C=1.[CH2:12]([C:15]1[S:16][C:17]2[C:26]3[CH:25]=[CH:24][C:23]([O:27][CH:28]4[CH2:33][CH2:32][N:31]([C:34]([O:36][C:37]([CH3:40])([CH3:39])[CH3:38])=[O:35])[CH2:30][CH2:29]4)=[CH:22][C:21]=3[N:20]=[CH:19][C:18]=2[N:41]=1)[CH2:13][CH3:14]. Product: [O-:9][N+:20]1[C:21]2[CH:22]=[C:23]([O:27][CH:28]3[CH2:33][CH2:32][N:31]([C:34]([O:36][C:37]([CH3:40])([CH3:39])[CH3:38])=[O:35])[CH2:30][CH2:29]3)[CH:24]=[CH:25][C:26]=2[C:17]2[S:16][C:15]([CH2:12][CH2:13][CH3:14])=[N:41][C:18]=2[CH:19]=1. The catalyst class is: 22. (2) Reactant: [CH:1]12[O:8][CH:5]([CH2:6][CH2:7]1)[CH2:4][N:3]([C:9]1[CH:14]=[CH:13][N:12]=[C:11]3[N:15]([CH3:20])[CH:16]=[C:17]([CH:18]=O)[C:10]=13)[CH2:2]2.[OH:21][C:22]1[C:27]2[C:28](=[O:31])[CH2:29][O:30][C:26]=2[CH:25]=[C:24]([OH:32])[CH:23]=1.Cl. Product: [OH:21][C:22]1[C:27]2[C:28](=[O:31])/[C:29](=[CH:18]/[C:17]3[C:10]4[C:11](=[N:12][CH:13]=[CH:14][C:9]=4[N:3]4[CH2:4][CH:5]5[O:8][CH:1]([CH2:7][CH2:6]5)[CH2:2]4)[N:15]([CH3:20])[CH:16]=3)/[O:30][C:26]=2[CH:25]=[C:24]([OH:32])[CH:23]=1. The catalyst class is: 8. (3) Reactant: [CH3:1][O:2][C:3]1[N:10]=[C:9]([CH3:11])[CH:8]=[C:7]([CH3:12])[C:4]=1[C:5]#[N:6].[Li+].C[Si]([N-][Si](C)(C)C)(C)C.[CH:23]([CH:25]1[CH2:27][O:26]1)=[CH2:24]. Product: [OH:26][CH:25]([CH:23]=[CH2:24])[CH2:27][CH2:12][C:7]1[C:4]([C:5]#[N:6])=[C:3]([O:2][CH3:1])[N:10]=[C:9]([CH3:11])[CH:8]=1. The catalyst class is: 1. (4) Product: [C:3]([C:7]1[CH:12]=[CH:11][C:10]([C:13]2[C:21]3[C:16](=[CH:17][CH:18]=[C:19]([CH2:22][CH2:23][O:24][CH2:25][CH:26]4[CH2:27][CH2:28]4)[CH:20]=3)[N:15]([CH2:29][C:30]3[CH:35]=[CH:34][CH:33]=[C:32]([O:36][CH3:37])[CH:31]=3)[C:14]=2[C:38]([O-:40])=[O:39])=[CH:9][CH:8]=1)([CH3:6])([CH3:4])[CH3:5].[Na+:2]. Reactant: [H-].[Na+:2].[C:3]([C:7]1[CH:12]=[CH:11][C:10]([C:13]2[C:21]3[C:16](=[CH:17][CH:18]=[C:19]([CH2:22][CH2:23][O:24][CH2:25][CH:26]4[CH2:28][CH2:27]4)[CH:20]=3)[N:15]([CH2:29][C:30]3[CH:35]=[CH:34][CH:33]=[C:32]([O:36][CH3:37])[CH:31]=3)[C:14]=2[C:38]([OH:40])=[O:39])=[CH:9][CH:8]=1)([CH3:6])([CH3:5])[CH3:4]. The catalyst class is: 7. (5) Reactant: [Cl:1][C:2]1[CH:7]=[CH:6][CH:5]=[C:4]([Cl:8])[C:3]=1[C:9](Cl)=[N:10][OH:11].[C:13]([C:15]1[CH:22]=[CH:21][C:18]([C:19]#[N:20])=[CH:17][CH:16]=1)#[CH:14]. Product: [Cl:1][C:2]1[CH:7]=[CH:6][CH:5]=[C:4]([Cl:8])[C:3]=1[C:9]1[CH:14]=[C:13]([C:15]2[CH:22]=[CH:21][C:18]([C:19]#[N:20])=[CH:17][CH:16]=2)[O:11][N:10]=1. The catalyst class is: 571. (6) Reactant: C([O:8][C:9]1[CH:17]=[C:16]2[C:12]([CH:13]=[C:14]([C:18]([NH:20][CH:21]3[CH2:26][CH2:25][CH2:24][CH2:23][CH2:22]3)=[O:19])[NH:15]2)=[C:11]([CH3:27])[CH:10]=1)C1C=CC=CC=1. Product: [CH:21]1([NH:20][C:18]([C:14]2[NH:15][C:16]3[C:12]([CH:13]=2)=[C:11]([CH3:27])[CH:10]=[C:9]([OH:8])[CH:17]=3)=[O:19])[CH2:22][CH2:23][CH2:24][CH2:25][CH2:26]1. The catalyst class is: 29.